From a dataset of Full USPTO retrosynthesis dataset with 1.9M reactions from patents (1976-2016). Predict the reactants needed to synthesize the given product. (1) Given the product [NH2:7][CH2:8][CH2:9][NH:10][C:11](=[O:38])[C:12]1[CH:13]=[CH:14][C:15]([C:18]([NH:19][C:20]2[CH:24]=[C:23]([C:25](=[O:32])[NH:26][CH2:27][CH2:28][C:29](=[NH:31])[NH2:30])[N:22]([CH:33]3[CH2:35][CH2:34]3)[C:21]=2[CH3:40])=[O:37])=[CH:16][CH:17]=1, predict the reactants needed to synthesize it. The reactants are: C(OC(=O)[NH:7][CH2:8][CH2:9][NH:10][C:11](=[O:38])[C:12]1[CH:17]=[CH:16][C:15]([C:18](=[O:37])[NH:19][C:20]2[CH:24]=[C:23]([C:25](=[O:32])[NH:26][CH2:27][CH2:28][C:29](=[NH:31])[NH2:30])[N:22]([CH2:33][CH:34]3C[CH2:35]3)[CH:21]=2)=[CH:14][CH:13]=1)(C)(C)C.[CH3:40]COCC. (2) Given the product [Cl:19][C:8]1[CH:7]=[C:6]2[C:11]([C:2]([N:25]3[CH2:26][CH2:27][NH:22][CH:23]([C:28]([NH2:30])=[O:29])[CH2:24]3)=[N:3][CH:4]=[N:5]2)=[CH:10][C:9]=1[C:12]1[CH:17]=[CH:16][C:15]([Cl:18])=[CH:14][CH:13]=1, predict the reactants needed to synthesize it. The reactants are: Cl[C:2]1[C:11]2[C:6](=[CH:7][C:8]([Cl:19])=[C:9]([C:12]3[CH:17]=[CH:16][C:15]([Cl:18])=[CH:14][CH:13]=3)[CH:10]=2)[N:5]=[CH:4][N:3]=1.Cl.Cl.[NH:22]1[CH2:27][CH2:26][NH:25][CH2:24][CH:23]1[C:28]([NH2:30])=[O:29].CCN(C(C)C)C(C)C. (3) Given the product [C:36]([NH:8][CH2:9][CH2:10][CH2:11][CH:12]1[CH2:17][CH2:16][N:15]([C:18]2[C:19]3[S:26][C:25]([C:27]([NH2:29])=[O:28])=[CH:24][C:20]=3[N:21]=[CH:22][N:23]=2)[CH2:14][CH2:13]1)(=[O:41])[C:37]([CH3:40])([CH3:39])[CH3:38], predict the reactants needed to synthesize it. The reactants are: FC(F)(F)C(O)=O.[NH2:8][CH2:9][CH2:10][CH2:11][CH:12]1[CH2:17][CH2:16][N:15]([C:18]2[C:19]3[S:26][C:25]([C:27]([NH2:29])=[O:28])=[CH:24][C:20]=3[N:21]=[CH:22][N:23]=2)[CH2:14][CH2:13]1.C(=O)([O-])[O-].[Na+].[Na+].[C:36](Cl)(=[O:41])[C:37]([CH3:40])([CH3:39])[CH3:38]. (4) Given the product [CH2:1]([O:3][C:4]([CH:6]1[C:15]2[C:10](=[CH:11][C:12]([C:17]#[C:18][C:76]3[CH:75]=[CH:74][C:79]([CH2:54][C:63]([O:62][C:61]([CH3:65])([CH3:64])[CH3:60])=[O:43])=[CH:78][CH:77]=3)=[C:13]([CH3:16])[CH:14]=2)[C:9]([CH3:24])([CH3:23])[CH2:8][CH2:7]1)=[O:5])[CH3:2], predict the reactants needed to synthesize it. The reactants are: [CH2:1]([O:3][C:4]([CH:6]1[C:15]2[C:10](=[CH:11][C:12]([C:17]#[C:18][Si](C)(C)C)=[C:13]([CH3:16])[CH:14]=2)[C:9]([CH3:24])([CH3:23])[CH2:8][CH2:7]1)=[O:5])[CH3:2].[F-].C([N+](CCCC)(CCCC)CCCC)CCC.[O:43]1CCCC1.C1(N(C[C:54]2C=C(C#C[Si](C)(C)C)C=C3[C:63]=2[O:62][C:61]([CH3:65])([CH3:64])[CH2:60]C3(C)C)C)CC1.[CH3:74][CH2:75][CH2:76][CH2:77][CH2:78][CH3:79]. (5) Given the product [NH2:35][C:34]1[C:33]([C:36]2[CH:37]=[CH:38][C:39]([Cl:42])=[CH:40][CH:41]=2)=[CH:32][S:19][C:18]=1[C:17]([NH:16][C:11]1[CH:10]=[C:9]([C:8](=[O:21])[NH:7][CH:4]2[CH2:6][CH2:5]2)[CH:14]=[CH:13][C:12]=1[CH3:15])=[O:20], predict the reactants needed to synthesize it. The reactants are: C[O-].[Na+].[CH:4]1([NH:7][C:8](=[O:21])[C:9]2[CH:14]=[CH:13][C:12]([CH3:15])=[C:11]([NH:16][C:17](=[O:20])[CH2:18][SH:19])[CH:10]=2)[CH2:6][CH2:5]1.C1(S(O[CH:32]=[C:33]([C:36]2[CH:41]=[CH:40][C:39]([Cl:42])=[CH:38][CH:37]=2)[C:34]#[N:35])(=O)=O)C=CC=CC=1. (6) Given the product [CH2:10]([C:17]1[C:18]([O:39][C@H:45]2[C@@H:44]3[O:57][C:58](=[O:60])[O:59][C@@H:43]3[C@@H:42]([O:41][CH3:40])[C:47]([CH3:49])([CH3:48])[O:46]2)=[CH:19][CH:20]=[C:21]2[C:26]=1[O:25][C:24](=[O:27])[C:23]([NH:28][C:29](=[O:38])[O:30][CH2:31][C:32]1[CH:37]=[CH:36][CH:35]=[CH:34][CH:33]=1)=[CH:22]2)[C:11]1[CH:16]=[CH:15][CH:14]=[CH:13][CH:12]=1, predict the reactants needed to synthesize it. The reactants are: B(F)(F)F.CCOCC.[CH2:10]([C:17]1[C:18]([OH:39])=[CH:19][CH:20]=[C:21]2[C:26]=1[O:25][C:24](=[O:27])[C:23]([NH:28][C:29](=[O:38])[O:30][CH2:31][C:32]1[CH:37]=[CH:36][CH:35]=[CH:34][CH:33]=1)=[CH:22]2)[C:11]1[CH:16]=[CH:15][CH:14]=[CH:13][CH:12]=1.[CH3:40][O:41][C@H:42]1[C:47]([CH3:49])([CH3:48])[O:46][C@H:45](N=C([O-])C(Cl)(Cl)Cl)[C@@H:44]2[O:57][C:58](=[O:60])[O:59][C@H:43]12.C(N(CC)CC)C. (7) Given the product [F:1][C:2]1[CH:3]=[CH:4][C:5]([NH:8][NH:9][C:18]([N:13]2[CH2:14][CH2:15][CH2:16][CH2:17][C:12]32[CH2:10][CH2:11]3)=[O:19])=[N:6][CH:7]=1, predict the reactants needed to synthesize it. The reactants are: [F:1][C:2]1[CH:3]=[CH:4][C:5]([NH:8][NH2:9])=[N:6][CH:7]=1.[CH2:10]1[C:12]2([CH2:17][CH2:16][CH2:15][CH2:14][N:13]2[C:18](Cl)=[O:19])[CH2:11]1.CCN(C(C)C)C(C)C.O. (8) The reactants are: [P:1]([OH:45])([O:24][CH2:25][CH2:26][CH2:27][O:28][CH2:29][CH2:30][CH2:31][CH2:32][CH2:33][CH2:34][CH2:35][CH2:36][CH2:37][CH2:38][CH2:39][CH2:40][CH2:41][CH2:42][CH2:43][CH3:44])([O:3][CH2:4][C@@H:5]1[C@@H:9]([OH:10])[C@@H:8]([OH:11])[C@H:7]([N:12]2[C:16]3[N:17]=[CH:18][N:19]=[C:20]([NH2:21])[C:15]=3[C:14]([C:22]#[N:23])=[CH:13]2)[O:6]1)=[O:2].C(N(CC)CC)C.[SH2:53]. Given the product [P:1]([OH:45])([O:24][CH2:25][CH2:26][CH2:27][O:28][CH2:29][CH2:30][CH2:31][CH2:32][CH2:33][CH2:34][CH2:35][CH2:36][CH2:37][CH2:38][CH2:39][CH2:40][CH2:41][CH2:42][CH2:43][CH3:44])([O:3][CH2:4][C@@H:5]1[C@@H:9]([OH:10])[C@@H:8]([OH:11])[C@H:7]([N:12]2[C:16]3[N:17]=[CH:18][N:19]=[C:20]([NH2:21])[C:15]=3[C:14]([C:22](=[S:53])[NH2:23])=[CH:13]2)[O:6]1)=[O:2], predict the reactants needed to synthesize it. (9) Given the product [CH:26]1([CH2:25][N:21]2[C:22]3[C:18](=[CH:17][C:16]([N:12]4[CH2:11][C@H:10]([CH2:9][NH:8][C:1](=[O:3])[CH3:2])[O:14][C:13]4=[O:15])=[CH:24][CH:23]=3)[CH2:19][C:20]2=[O:29])[CH2:27][CH2:28]1, predict the reactants needed to synthesize it. The reactants are: [C:1](OC(=O)C)(=[O:3])[CH3:2].[NH2:8][CH2:9][C@H:10]1[O:14][C:13](=[O:15])[N:12]([C:16]2[CH:17]=[C:18]3[C:22](=[CH:23][CH:24]=2)[N:21]([CH2:25][CH:26]2[CH2:28][CH2:27]2)[C:20](=[O:29])[CH2:19]3)[CH2:11]1.C(N(CC)C(C)C)(C)C.